This data is from Catalyst prediction with 721,799 reactions and 888 catalyst types from USPTO. The task is: Predict which catalyst facilitates the given reaction. Reactant: [Li].[F:2][C:3]1[CH:4]=[N:5][C:6]2[N:7]([N:9]=[CH:10][C:11]=2[C:12]([O-:14])=O)[CH:8]=1.CN(C(ON1N=NC2C=CC=NC1=2)=[N+](C)C)C.F[P-](F)(F)(F)(F)F.CCN(C(C)C)C(C)C.[CH3:48][C@@H:49]1[NH:54][CH2:53][CH2:52][N:51]([S:55]([C:58]2[CH:63]=[CH:62][C:61]([C:64]([F:67])([F:66])[F:65])=[CH:60][CH:59]=2)(=[O:57])=[O:56])[CH2:50]1. Product: [F:2][C:3]1[CH:4]=[N:5][C:6]2[N:7]([N:9]=[CH:10][C:11]=2[C:12]([N:54]2[CH2:53][CH2:52][N:51]([S:55]([C:58]3[CH:59]=[CH:60][C:61]([C:64]([F:67])([F:65])[F:66])=[CH:62][CH:63]=3)(=[O:56])=[O:57])[CH2:50][C@@H:49]2[CH3:48])=[O:14])[CH:8]=1. The catalyst class is: 3.